From a dataset of Reaction yield outcomes from USPTO patents with 853,638 reactions. Predict the reaction yield, written as a fraction of the theoretical maximum amount of product (1.0 means a 100% yield; for example, 0.34 means a 34% yield). (1) The reactants are C([O:3][C:4]([C:6]1[CH:7]=[C:8]2[C:13](=[CH:14][CH:15]=1)[NH:12][CH:11]([C:16]1[CH:21]=[CH:20][CH:19]=[C:18]([N:22]([CH3:26])[C:23]([NH2:25])=[O:24])[CH:17]=1)[C:10]([CH3:28])([CH3:27])[CH2:9]2)=[O:5])C.Cl. The catalyst is CO.O1CCCC1.[OH-].[Na+].O. The product is [CH3:27][C:10]1([CH3:28])[CH2:9][C:8]2[C:13](=[CH:14][CH:15]=[C:6]([C:4]([OH:5])=[O:3])[CH:7]=2)[NH:12][CH:11]1[C:16]1[CH:21]=[CH:20][CH:19]=[C:18]([N:22]([CH3:26])[C:23]([NH2:25])=[O:24])[CH:17]=1. The yield is 0.150. (2) The reactants are [CH3:1][O:2][C:3]1[CH:4]=[C:5](/[CH:16]=[CH:17]/[C:18]([C:20]2[CH:25]=[CH:24][C:23]([NH:26][S:27]([CH3:30])(=[O:29])=[O:28])=[CH:22][CH:21]=2)=[O:19])[CH:6]=[C:7]([C:11]2[S:12][CH:13]=[CH:14][CH:15]=2)[C:8]=1[O:9][CH3:10].[C:31](=O)([O-])[O-].[K+].[K+].CI. The catalyst is CN(C=O)C.O. The product is [CH3:1][O:2][C:3]1[CH:4]=[C:5](/[CH:16]=[CH:17]/[C:18]([C:20]2[CH:25]=[CH:24][C:23]([N:26]([CH3:31])[S:27]([CH3:30])(=[O:28])=[O:29])=[CH:22][CH:21]=2)=[O:19])[CH:6]=[C:7]([C:11]2[S:12][CH:13]=[CH:14][CH:15]=2)[C:8]=1[O:9][CH3:10]. The yield is 0.450. (3) The reactants are FC(F)(F)S(O[C:7]1[CH2:16][CH2:15][C:10]2([O:14][CH2:13][CH2:12][O:11]2)[CH2:9][C:8]=1[C:17]([O:19][CH3:20])=[O:18])(=O)=O.C(=O)([O-])[O-].[Na+].[Na+].O.[F:30][C:31]1[CH:36]=[CH:35][C:34](B(O)O)=[CH:33][CH:32]=1.ClCCl. The catalyst is CN(C)C=O.C1(P(C2C=CC=CC=2)[C-]2C=CC=C2)C=CC=CC=1.[C-]1(P(C2C=CC=CC=2)C2C=CC=CC=2)C=CC=C1.[Fe+2].Cl[Pd]Cl. The product is [F:30][C:31]1[CH:36]=[CH:35][C:34]([C:7]2[CH2:16][CH2:15][C:10]3([O:11][CH2:12][CH2:13][O:14]3)[CH2:9][C:8]=2[C:17]([O:19][CH3:20])=[O:18])=[CH:33][CH:32]=1. The yield is 0.790. (4) The yield is 0.475. The reactants are [Br:1][C:2]1[CH:7]=[CH:6][C:5]([N+:8]([O-])=O)=[C:4]([CH2:11][CH:12]([O:15][CH3:16])[O:13][CH3:14])[CH:3]=1.S(S([O-])=O)([O-])=O.[Na+].[Na+].C(=O)(O)[O-].[Na+]. The product is [Br:1][C:2]1[CH:7]=[CH:6][C:5]([NH2:8])=[C:4]([CH2:11][CH:12]([O:15][CH3:16])[O:13][CH3:14])[CH:3]=1. The catalyst is C(O)C. (5) The reactants are [C:1]([O:5][C:6]([N:8]1[CH2:13][CH2:12][C:11](=[C:14]([C:41]2[CH:46]=[CH:45][CH:44]=[CH:43][CH:42]=2)[C:15]2[O:16][C:17]([CH:20]3[CH2:23][N:22](C(OCC4C5C=CC=CC=5C5C4=CC=CC=5)=O)[CH2:21]3)=[N:18][N:19]=2)[CH2:10][CH2:9]1)=[O:7])([CH3:4])([CH3:3])[CH3:2].C(S)CCCCCC. The catalyst is C1COCC1.C1CCN2C(=NCCC2)CC1. The product is [C:1]([O:5][C:6]([N:8]1[CH2:9][CH2:10][C:11](=[C:14]([C:41]2[CH:46]=[CH:45][CH:44]=[CH:43][CH:42]=2)[C:15]2[O:16][C:17]([CH:20]3[CH2:21][NH:22][CH2:23]3)=[N:18][N:19]=2)[CH2:12][CH2:13]1)=[O:7])([CH3:4])([CH3:2])[CH3:3]. The yield is 0.740. (6) The reactants are [OH-].[K+].C([O:5][C:6](=[O:28])[C:7]([CH3:27])([CH3:26])[CH2:8][CH2:9][CH2:10][CH2:11][CH:12]([OH:25])[CH2:13][CH2:14][CH2:15][CH2:16][C:17]([CH3:24])([CH3:23])[C:18]([O:20]CC)=[O:19])C. The catalyst is O.C(O)C. The product is [OH:25][CH:12]([CH2:13][CH2:14][CH2:15][CH2:16][C:17]([CH3:24])([CH3:23])[C:18]([OH:20])=[O:19])[CH2:11][CH2:10][CH2:9][CH2:8][C:7]([CH3:27])([CH3:26])[C:6]([OH:28])=[O:5]. The yield is 0.950.